Task: Predict the product of the given reaction.. Dataset: Forward reaction prediction with 1.9M reactions from USPTO patents (1976-2016) (1) Given the reactants [CH3:1][C:2]1[C:3]([C:18]([O:20]C)=[O:19])=[CH:4][S:5][C:6]=1/[C:7](/[CH2:10][CH2:11][N:12]1[CH2:17][CH2:16][O:15][CH2:14][CH2:13]1)=[CH:8]\[CH3:9].[OH-].[Na+], predict the reaction product. The product is: [CH3:1][C:2]1[C:3]([C:18]([OH:20])=[O:19])=[CH:4][S:5][C:6]=1/[C:7](/[CH2:10][CH2:11][N:12]1[CH2:17][CH2:16][O:15][CH2:14][CH2:13]1)=[CH:8]\[CH3:9]. (2) Given the reactants [BH4-].[Na+].[N+:3]([C:6]1[CH:7]=[C:8]([CH:12]=[C:13]([N+:15]([O-:17])=[O:16])[CH:14]=1)[C:9](O)=[O:10])([O-:5])=[O:4].B(F)(F)F.CCOCC, predict the reaction product. The product is: [N+:3]([C:6]1[CH:7]=[C:8]([CH2:9][OH:10])[CH:12]=[C:13]([N+:15]([O-:17])=[O:16])[CH:14]=1)([O-:5])=[O:4]. (3) Given the reactants [CH2:1]([NH:3][C:4]1[CH:9]=[C:8]([O:10][CH3:11])[CH:7]=[CH:6][C:5]=1[CH:12]1[CH2:21][CH2:20][C:19]2[C:14](=[CH:15][CH:16]=[C:17]([O:22][CH3:23])[CH:18]=2)[CH2:13]1)[CH3:2].[C:24](Cl)(=[O:28])[C:25](Cl)=[O:26], predict the reaction product. The product is: [CH2:1]([N:3]1[C:4]2[C:9](=[C:8]([O:10][CH3:11])[CH:7]=[CH:6][C:5]=2[CH:12]2[CH2:21][CH2:20][C:19]3[C:14](=[CH:15][CH:16]=[C:17]([O:22][CH3:23])[CH:18]=3)[CH2:13]2)[C:25](=[O:26])[C:24]1=[O:28])[CH3:2]. (4) Given the reactants [OH:1][CH2:2][C:3]1[N:8]=[C:7]([NH:9][C:10](=[O:16])[O:11][C:12]([CH3:15])([CH3:14])[CH3:13])[CH:6]=[CH:5][CH:4]=1.CC(C)([O-])C.[K+].Cl[C:24]1[CH:29]=[CH:28][C:27]([N+:30]([O-:32])=[O:31])=[CH:26][N:25]=1.C(OCC)(=O)C, predict the reaction product. The product is: [N+:30]([C:27]1[CH:28]=[CH:29][C:24]([O:1][CH2:2][C:3]2[N:8]=[C:7]([NH:9][C:10](=[O:16])[O:11][C:12]([CH3:13])([CH3:15])[CH3:14])[CH:6]=[CH:5][CH:4]=2)=[N:25][CH:26]=1)([O-:32])=[O:31]. (5) Given the reactants Br[C:2]1[CH:3]=[C:4]2[C:9](=[CH:10][C:11]=1[CH:12]([F:14])[F:13])[N:8]([C:15]1[C:19]3[CH2:20][N:21]([C:24]([NH:26][CH3:27])=[O:25])[CH2:22][CH2:23][C:18]=3[N:17]([CH:28]3[CH2:33][CH2:32][O:31][CH2:30][CH2:29]3)[N:16]=1)[CH2:7][CH2:6][CH2:5]2.C1(P(C2CCCCC2)C2C=CC=CC=2C2C(C(C)C)=CC(C(C)C)=CC=2C(C)C)CCCCC1.[CH3:68][N:69]1[CH:74]=[CH:73][C:72](B2OC(C)(C)C(C)(C)O2)=[CH:71][C:70]1=[O:84].C([O-])([O-])=O.[Na+].[Na+], predict the reaction product. The product is: [F:14][CH:12]([F:13])[C:11]1[CH:10]=[C:9]2[C:4]([CH2:5][CH2:6][CH2:7][N:8]2[C:15]2[C:19]3[CH2:20][N:21]([C:24]([NH:26][CH3:27])=[O:25])[CH2:22][CH2:23][C:18]=3[N:17]([CH:28]3[CH2:33][CH2:32][O:31][CH2:30][CH2:29]3)[N:16]=2)=[CH:3][C:2]=1[C:72]1[CH:73]=[CH:74][N:69]([CH3:68])[C:70](=[O:84])[CH:71]=1. (6) The product is: [CH2:31]([C:28]1[CH:27]=[N:26][C:25]([N:1]2[CH2:6][CH2:5][CH:4]([O:7][N:8]=[C:9]3[CH2:14][CH2:13][N:12]([C:15]4[CH:20]=[C:19]([F:21])[C:18]([Br:22])=[CH:17][C:16]=4[F:23])[CH2:11][CH2:10]3)[CH2:3][CH2:2]2)=[N:30][CH:29]=1)[CH3:32]. Given the reactants [NH:1]1[CH2:6][CH2:5][CH:4]([O:7][N:8]=[C:9]2[CH2:14][CH2:13][N:12]([C:15]3[CH:20]=[C:19]([F:21])[C:18]([Br:22])=[CH:17][C:16]=3[F:23])[CH2:11][CH2:10]2)[CH2:3][CH2:2]1.Cl[C:25]1[N:30]=[CH:29][C:28]([CH2:31][CH3:32])=[CH:27][N:26]=1.C(N(C(C)C)CC)(C)C.O, predict the reaction product.